From a dataset of Full USPTO retrosynthesis dataset with 1.9M reactions from patents (1976-2016). Predict the reactants needed to synthesize the given product. (1) Given the product [Br:1][C:2]1[CH:3]=[C:4]2[C:5]([CH:14]([C:13]3[C:16]([F:30])=[CH:17][CH:18]=[C:19]([O:20][CH2:21][CH2:22][O:23][CH:24]4[CH2:29][CH2:28][CH2:27][CH2:26][O:25]4)[C:12]=3[F:11])[OH:15])=[CH:6][NH:7][C:8]2=[N:9][CH:10]=1, predict the reactants needed to synthesize it. The reactants are: [Br:1][C:2]1[CH:3]=[C:4]2[C:8](=[N:9][CH:10]=1)[NH:7][CH:6]=[CH:5]2.[F:11][C:12]1[C:19]([O:20][CH2:21][CH2:22][O:23][CH:24]2[CH2:29][CH2:28][CH2:27][CH2:26][O:25]2)=[CH:18][CH:17]=[C:16]([F:30])[C:13]=1[CH:14]=[O:15].[OH-].[K+].O. (2) The reactants are: [CH3:1][C:2]1([CH3:21])[C:6]2[C:7]([O:11][C:12]3[CH:17]=[CH:16][C:15]([N+:18]([O-])=O)=[CH:14][CH:13]=3)=[CH:8][CH:9]=[CH:10][C:5]=2[O:4][CH2:3]1.[Cl-].[NH4+]. Given the product [CH3:1][C:2]1([CH3:21])[C:6]2[C:7]([O:11][C:12]3[CH:17]=[CH:16][C:15]([NH2:18])=[CH:14][CH:13]=3)=[CH:8][CH:9]=[CH:10][C:5]=2[O:4][CH2:3]1, predict the reactants needed to synthesize it.